This data is from Catalyst prediction with 721,799 reactions and 888 catalyst types from USPTO. The task is: Predict which catalyst facilitates the given reaction. (1) Reactant: [C:1]([C:3]([CH3:19])([CH3:18])[CH2:4][C:5]1[N:9]([CH2:10][CH2:11][OH:12])[N:8]=[C:7]([C:13]([O:15][CH2:16][CH3:17])=[O:14])[CH:6]=1)#[N:2].I[CH3:21].[H-].[Na+].[Cl-].[NH4+]. Product: [C:1]([C:3]([CH3:18])([CH3:19])[CH2:4][C:5]1[N:9]([CH2:10][CH2:11][O:12][CH3:21])[N:8]=[C:7]([C:13]([O:15][CH2:16][CH3:17])=[O:14])[CH:6]=1)#[N:2]. The catalyst class is: 1. (2) Reactant: Cl.[Cl:2][C:3]1[CH:8]=[C:7]([C:9]2[CH:14]=[CH:13][CH:12]=[C:11]([Cl:15])[CH:10]=2)[N:6]=[C:5]2[CH2:16][CH2:17][CH2:18][C:4]=12.[OH:19][CH2:20][CH2:21][CH2:22][C:23]1[CH:24]=[C:25](B(O)O)[CH:26]=[CH:27][CH:28]=1.C([O-])([O-])=O.[Na+].[Na+]. Product: [ClH:2].[Cl:15][C:11]1[CH:10]=[C:9]([C:7]2[N:6]=[C:5]3[CH2:16][CH2:17][CH2:18][C:4]3=[C:3]([C:27]3[CH:28]=[C:23]([CH2:22][CH2:21][CH2:20][OH:19])[CH:24]=[CH:25][CH:26]=3)[CH:8]=2)[CH:14]=[CH:13][CH:12]=1. The catalyst class is: 660. (3) Reactant: C(N(C(C)C)C(C)C)C.[F:10][C:11]1[CH:16]=[CH:15][CH:14]=[CH:13][C:12]=1[N:17]1[C:25]2[C:20](=[C:21]([N:26]3[CH2:33][CH:32]4[CH:28]([CH2:29][NH:30][CH2:31]4)[C:27]3=[O:34])[CH:22]=[CH:23][CH:24]=2)[CH:19]=[N:18]1.[O:35]1[CH2:39][CH2:38][CH2:37][CH:36]1[CH2:40][C:41](O)=[O:42].F[P-](F)(F)(F)(F)F.CN(C(N1C2C(=NC=CC=2)[N+]([O-])=N1)=[N+](C)C)C. The catalyst class is: 54. Product: [F:10][C:11]1[CH:16]=[CH:15][CH:14]=[CH:13][C:12]=1[N:17]1[C:25]2[C:20](=[C:21]([N:26]3[CH2:33][C@@H:32]4[C@H:28]([CH2:29][N:30]([C:41](=[O:42])[CH2:40][CH:36]5[CH2:37][CH2:38][CH2:39][O:35]5)[CH2:31]4)[C:27]3=[O:34])[CH:22]=[CH:23][CH:24]=2)[CH:19]=[N:18]1. (4) Reactant: C(N(CC)CC)C.Cl.Cl.[NH2:10][C:11]1[C:20]2[N:21]=[C:22]([CH2:32][CH3:33])[N:23]([CH2:24][C:25]3([OH:31])[CH2:30][CH2:29][NH:28][CH2:27][CH2:26]3)[C:19]=2[C:18]2[N:17]=[CH:16][CH:15]=[CH:14][C:13]=2[N:12]=1.[N:34]1([C:40](Cl)=[O:41])[CH2:39][CH2:38][O:37][CH2:36][CH2:35]1. Product: [NH2:10][C:11]1[C:20]2[N:21]=[C:22]([CH2:32][CH3:33])[N:23]([CH2:24][C:25]3([OH:31])[CH2:30][CH2:29][N:28]([C:40]([N:34]4[CH2:39][CH2:38][O:37][CH2:36][CH2:35]4)=[O:41])[CH2:27][CH2:26]3)[C:19]=2[C:18]2[N:17]=[CH:16][CH:15]=[CH:14][C:13]=2[N:12]=1. The catalyst class is: 4. (5) Reactant: [Li+].C[Si]([N-][Si](C)(C)C)(C)C.[CH3:11][O:12][C:13]([CH:15]1[CH2:19][C:18](=[O:20])[N:17]([C:21]2[C:26]([CH3:27])=[CH:25][CH:24]=[CH:23][C:22]=2[CH3:28])[CH2:16]1)=[O:14].I[CH2:30][CH3:31].[NH4+].[Cl-]. Product: [CH3:11][O:12][C:13]([C:15]1([CH2:30][CH3:31])[CH2:19][C:18](=[O:20])[N:17]([C:21]2[C:26]([CH3:27])=[CH:25][CH:24]=[CH:23][C:22]=2[CH3:28])[CH2:16]1)=[O:14]. The catalyst class is: 1. (6) Reactant: C(OC([NH:11][NH:12][CH:13]1[CH2:19][O:18][CH2:17][CH2:16][N:15]([C:20]([O:22][C:23]([CH3:26])([CH3:25])[CH3:24])=[O:21])[CH2:14]1)=O)C1C=CC=CC=1. Product: [NH:12]([CH:13]1[CH2:19][O:18][CH2:17][CH2:16][N:15]([C:20]([O:22][C:23]([CH3:26])([CH3:25])[CH3:24])=[O:21])[CH2:14]1)[NH2:11]. The catalyst class is: 29. (7) Reactant: C1(P(N=[N+]=[N-])(C2C=CC=CC=2)=[O:8])C=CC=CC=1.C([N:20]([CH2:23][CH3:24])[CH2:21]C)C.[C:25]([OH:29])([CH3:28])([CH3:27])[CH3:26].[C:30]12([C:40]3[CH:48]=CC(C(O)=O)=[CH:42][CH:41]=3)[CH2:39][CH:34]3[CH2:35][CH:36]([CH2:38][CH:32]([CH2:33]3)[CH2:31]1)[CH2:37]2. Product: [C:30]12([C:40]3[CH:48]=[CH:24][C:23]([NH:20][C:21](=[O:8])[O:29][C:25]([CH3:28])([CH3:27])[CH3:26])=[CH:42][CH:41]=3)[CH2:37][CH:36]3[CH2:35][CH:34]([CH2:33][CH:32]([CH2:38]3)[CH2:31]1)[CH2:39]2. The catalyst class is: 1. (8) Reactant: [NH2:1][CH2:2][CH2:3][CH2:4][OH:5].[CH2:6]=[C:7]1[O:11][C:9](=[O:10])[CH2:8]1. Product: [OH:5][CH2:4][CH2:3][CH2:2][NH:1][C:9](=[O:10])[CH2:8][C:7](=[O:11])[CH3:6]. The catalyst class is: 7. (9) Reactant: [CH3:1][O:2][C:3]1[CH:4]=[C:5]([O:18][S:19]([CH3:22])(=[O:21])=[O:20])[CH:6]=[C:7](B2OC(C)(C)C(C)(C)O2)[CH:8]=1.N1C=CC=CC=1.CS([Cl:33])(=O)=O. Product: [Cl:33][C:7]1[CH:6]=[C:5]([O:18][S:19]([CH3:22])(=[O:21])=[O:20])[CH:4]=[C:3]([O:2][CH3:1])[CH:8]=1. The catalyst class is: 4.